The task is: Predict the reactants needed to synthesize the given product.. This data is from Full USPTO retrosynthesis dataset with 1.9M reactions from patents (1976-2016). (1) Given the product [C:1]([N:4]1[C:13]2[C:8](=[CH:9][C:10]([C:32]3[CH:33]=[CH:34][C:29]([C:27]([O:26][CH3:25])=[O:28])=[CH:30][CH:31]=3)=[CH:11][CH:12]=2)[C@H:7]([NH:15][C:16]2[CH:23]=[CH:22][C:19]([C:20]#[N:21])=[CH:18][N:17]=2)[CH2:6][C@@H:5]1[CH3:24])(=[O:3])[CH3:2], predict the reactants needed to synthesize it. The reactants are: [C:1]([N:4]1[C:13]2[C:8](=[CH:9][C:10](Br)=[CH:11][CH:12]=2)[C@H:7]([NH:15][C:16]2[CH:23]=[CH:22][C:19]([C:20]#[N:21])=[CH:18][N:17]=2)[CH2:6][C@@H:5]1[CH3:24])(=[O:3])[CH3:2].[CH3:25][O:26][C:27]([C:29]1[CH:34]=[CH:33][C:32](B(O)O)=[CH:31][CH:30]=1)=[O:28].C(=O)([O-])[O-].[K+].[K+].COCCOC. (2) Given the product [F:37][C:2]([F:1])([F:36])[C:3]1[CH:4]=[C:5]([C@H:13]2[O:17][C:16](=[O:18])[N:15]([CH2:19][C:20]3[CH:25]=[C:24]([C:26]([F:27])([F:28])[F:29])[CH:23]=[CH:22][C:21]=3[C:30](=[O:34])[CH:31]([Br:38])[CH2:32][CH3:33])[C@H:14]2[CH3:35])[CH:6]=[C:7]([C:9]([F:11])([F:10])[F:12])[CH:8]=1, predict the reactants needed to synthesize it. The reactants are: [F:1][C:2]([F:37])([F:36])[C:3]1[CH:4]=[C:5]([C@H:13]2[O:17][C:16](=[O:18])[N:15]([CH2:19][C:20]3[CH:25]=[C:24]([C:26]([F:29])([F:28])[F:27])[CH:23]=[CH:22][C:21]=3[C:30](=[O:34])[CH2:31][CH2:32][CH3:33])[C@H:14]2[CH3:35])[CH:6]=[C:7]([C:9]([F:12])([F:11])[F:10])[CH:8]=1.[Br:38]Br. (3) Given the product [ClH:19].[NH:8]1[CH2:12][CH2:11][C@@H:10]([N:13]2[CH2:14][CH2:15][CH2:16][CH2:17][CH2:18]2)[CH2:9]1, predict the reactants needed to synthesize it. The reactants are: C([N:8]1[CH2:12][CH2:11][C@@H:10]([N:13]2[CH2:18][CH2:17][CH2:16][CH2:15][CH2:14]2)[CH2:9]1)C1C=CC=CC=1.[ClH:19]. (4) Given the product [C:6]([C:9]1[C:17]2[C:12](=[CH:13][C:14]([P:18](=[O:22])([OH:25])[O:19][CH2:20][CH3:21])=[CH:15][CH:16]=2)[N:11]([CH2:26][C:27]([N:29]2[CH2:33][C@H:32]([F:34])[CH2:31][C@H:30]2[C:35](=[O:46])[NH:36][CH2:37][C:38]2[CH:43]=[CH:42][CH:41]=[C:40]([Cl:44])[C:39]=2[F:45])=[O:28])[CH:10]=1)(=[O:8])[CH3:7], predict the reactants needed to synthesize it. The reactants are: Br[Si](C)(C)C.[C:6]([C:9]1[C:17]2[C:12](=[CH:13][C:14]([P:18](=[O:25])([O:22]CC)[O:19][CH2:20][CH3:21])=[CH:15][CH:16]=2)[N:11]([CH2:26][C:27]([N:29]2[CH2:33][C@H:32]([F:34])[CH2:31][C@H:30]2[C:35](=[O:46])[NH:36][CH2:37][C:38]2[CH:43]=[CH:42][CH:41]=[C:40]([Cl:44])[C:39]=2[F:45])=[O:28])[CH:10]=1)(=[O:8])[CH3:7]. (5) The reactants are: Cl[C:2]1[N:7]=[C:6]([NH:8][C:9]2[CH:25]=[CH:24][C:12]3[S:13][C:14]([C:17]4[CH:22]=[CH:21][N:20]=[C:19]([NH2:23])[N:18]=4)=[C:15]([CH3:16])[C:11]=3[CH:10]=2)[CH:5]=[CH:4][N:3]=1.C1C[O:29][CH2:28]C1.C[O-].[Na+]. Given the product [CH3:28][O:29][C:2]1[N:7]=[C:6]([NH:8][C:9]2[CH:25]=[CH:24][C:12]3[S:13][C:14]([C:17]4[CH:22]=[CH:21][N:20]=[C:19]([NH2:23])[N:18]=4)=[C:15]([CH3:16])[C:11]=3[CH:10]=2)[CH:5]=[CH:4][N:3]=1, predict the reactants needed to synthesize it. (6) Given the product [F:14][C:9]1[C:7]2[N:8]=[C:4]([CH2:3][OH:2])[S:5][C:6]=2[CH:12]=[CH:11][C:10]=1[NH:13][C:28](=[O:29])[C:27]1[CH:31]=[CH:32][C:24]([O:23][CH2:22][C:21]([F:33])([F:34])[F:20])=[N:25][CH:26]=1, predict the reactants needed to synthesize it. The reactants are: C(=O)([O-])[O:2][CH:3](CC=C)[C:4]1[S:5][C:6]2[CH:12]=[CH:11][C:10]([NH2:13])=[C:9]([F:14])[C:7]=2[N:8]=1.[F:20][C:21]([F:34])([F:33])[CH2:22][O:23][C:24]1[CH:32]=[CH:31][C:27]([C:28](O)=[O:29])=[CH:26][N:25]=1. (7) Given the product [Cl:1][C:2]1[CH:3]=[C:4]([C:8]2[S:9][C:10]([C:25]3[CH:26]=[CH:27][C:28]([N:31]4[CH2:36][CH2:35][S:34](=[O:37])(=[O:38])[CH2:33][CH2:32]4)=[CH:29][CH:30]=3)=[C:11]([C@@H:13]3[CH2:18][C:17]([F:19])([F:20])[CH2:16][CH2:15][C@H:14]3[C:21]([OH:23])=[O:22])[N:12]=2)[CH:5]=[N:6][CH:7]=1, predict the reactants needed to synthesize it. The reactants are: [Cl:1][C:2]1[CH:3]=[C:4]([C:8]2[S:9][C:10]([C:25]3[CH:30]=[CH:29][C:28]([N:31]4[CH2:36][CH2:35][S:34](=[O:38])(=[O:37])[CH2:33][CH2:32]4)=[CH:27][CH:26]=3)=[C:11]([C@@H:13]3[CH2:18][C:17]([F:20])([F:19])[CH2:16][CH2:15][C@H:14]3[C:21]([O:23]C)=[O:22])[N:12]=2)[CH:5]=[N:6][CH:7]=1.[OH-].[Li+].C1COCC1.Cl.